Dataset: Forward reaction prediction with 1.9M reactions from USPTO patents (1976-2016). Task: Predict the product of the given reaction. (1) Given the reactants Br[C:2]1[CH:22]=[N:21][C:5]2[NH:6][C:7](=[O:20])[CH2:8][N:9]([CH2:11][C:12]3[CH:17]=[CH:16][C:15]([O:18][CH3:19])=[CH:14][CH:13]=3)[CH2:10][C:4]=2[CH:3]=1.[C:23]([O:27][C:28]([CH3:31])([CH3:30])[CH3:29])(=[O:26])[CH:24]=[CH2:25].C(N(C(C)C)C(C)C)C.CC1C=CC=CC=1P(C1C=CC=CC=1C)C1C=CC=CC=1C, predict the reaction product. The product is: [C:28]([O:27][C:23](=[O:26])/[CH:24]=[CH:25]/[C:2]1[CH:22]=[N:21][C:5]2[NH:6][C:7](=[O:20])[CH2:8][N:9]([CH2:11][C:12]3[CH:17]=[CH:16][C:15]([O:18][CH3:19])=[CH:14][CH:13]=3)[CH2:10][C:4]=2[CH:3]=1)([CH3:31])([CH3:30])[CH3:29]. (2) Given the reactants [CH3:1][C:2]1([CH3:12])[CH2:11][N:5]2[N:6]=[C:7]([CH2:9][OH:10])[CH:8]=[C:4]2[CH2:3]1, predict the reaction product. The product is: [CH3:1][C:2]1([CH3:12])[CH2:11][N:5]2[N:6]=[C:7]([CH:9]=[O:10])[CH:8]=[C:4]2[CH2:3]1. (3) Given the reactants O.[C:2]1(C)[CH:7]=CC(S(O)(=O)=O)=C[CH:3]=1.[Cl:13][C:14]1[N:22]=[CH:21][N:20]=[C:19]2[C:15]=1[N:16]=[CH:17][N:18]2[C@H:23]1[C@H:27]([OH:28])[C@H:26]([OH:29])[C@@H:25]([CH2:30][OH:31])[O:24]1.C([O-])(O)=O.[Na+], predict the reaction product. The product is: [Cl:13][C:14]1[N:22]=[CH:21][N:20]=[C:19]2[C:15]=1[N:16]=[CH:17][N:18]2[C@H:23]1[C@@H:27]2[O:28][C:2]([CH3:7])([CH3:3])[O:29][C@@H:26]2[C@@H:25]([CH2:30][OH:31])[O:24]1. (4) Given the reactants [Cl:1][C:2]1[CH:7]=[CH:6][C:5](N=C=O)=[CH:4][CH:3]=1.[CH2:11]([CH:18]1[CH2:23][CH2:22][NH:21][CH2:20][CH2:19]1)[C:12]1[CH:17]=[CH:16][CH:15]=[CH:14][CH:13]=1.C[CH2:25][O:26]CC, predict the reaction product. The product is: [CH2:11]([CH:18]1[CH2:23][CH2:22][N:21]([C:25]([C:5]2[CH:4]=[CH:3][C:2]([Cl:1])=[CH:7][CH:6]=2)=[O:26])[CH2:20][CH2:19]1)[C:12]1[CH:17]=[CH:16][CH:15]=[CH:14][CH:13]=1. (5) Given the reactants [C:1]1([SH:7])[CH:6]=[CH:5][CH:4]=[CH:3][CH:2]=1.[OH-].[K+].[CH3:10][O:11][C:12]1[CH:13]=[C:14]([CH:20](Br)[C:21]([O:23]C)=[O:22])[CH:15]=[C:16]([O:18][CH3:19])[CH:17]=1, predict the reaction product. The product is: [CH3:19][O:18][C:16]1[CH:15]=[C:14]([CH:20]([S:7][C:1]2[CH:6]=[CH:5][CH:4]=[CH:3][CH:2]=2)[C:21]([OH:23])=[O:22])[CH:13]=[C:12]([O:11][CH3:10])[CH:17]=1.